From a dataset of Forward reaction prediction with 1.9M reactions from USPTO patents (1976-2016). Predict the product of the given reaction. Given the reactants [NH2:1][C:2]1[C:11]([C:12]#[N:13])=[C:10](Cl)[C:9]2[C:4](=[CH:5][CH:6]=[C:7]([N:15]([CH3:17])[CH3:16])[CH:8]=2)[N:3]=1.[S:18]1[CH:22]=[CH:21][CH:20]=[C:19]1[CH2:23][NH2:24], predict the reaction product. The product is: [NH2:1][C:2]1[C:11]([C:12]#[N:13])=[C:10]([NH:24][CH2:23][C:19]2[S:18][CH:22]=[CH:21][CH:20]=2)[C:9]2[C:4](=[CH:5][CH:6]=[C:7]([N:15]([CH3:17])[CH3:16])[CH:8]=2)[N:3]=1.